Dataset: Forward reaction prediction with 1.9M reactions from USPTO patents (1976-2016). Task: Predict the product of the given reaction. (1) Given the reactants [H-].[Na+].[OH:3][CH:4]1[CH2:9][CH2:8][N:7]([CH3:10])[CH2:6][CH2:5]1.[Br:11][C:12]1[CH:13]=[C:14]([O:19][CH3:20])[CH:15]=[C:16](F)[CH:17]=1.O, predict the reaction product. The product is: [Br:11][C:12]1[CH:17]=[C:16]([CH:15]=[C:14]([O:19][CH3:20])[CH:13]=1)[O:3][CH:4]1[CH2:9][CH2:8][N:7]([CH3:10])[CH2:6][CH2:5]1. (2) Given the reactants [CH3:1][O:2][C:3]([C@@H:5]([N:13]1[CH2:21][C:17]2[CH:18]=[CH:19][S:20][C:16]=2[CH2:15][CH2:14]1)[C:6]1[CH:7]=[CH:8][CH:9]=[CH:10][C:11]=1[Cl:12])=[O:4].C(Cl)(Cl)Cl.[S:26](=[O:30])(=[O:29])([OH:28])[OH:27], predict the reaction product. The product is: [CH3:1][O:2][C:3]([C@@H:5]([N:13]1[CH2:21][C:17]2[CH:18]=[CH:19][S:20][C:16]=2[CH2:15][CH2:14]1)[C:6]1[C:11]([Cl:12])=[CH:10][CH:9]=[CH:8][CH:7]=1)=[O:4].[OH:29][S:26]([OH:30])(=[O:28])=[O:27]. (3) Given the reactants [C:1]1([OH:13])[CH:12]=[C:6]([CH2:7][CH2:8][CH2:9][CH2:10][CH3:11])[CH:5]=[C:3]([OH:4])[CH:2]=1.O.[C:15]1(O)([CH3:24])[CH2:20][CH2:19][CH:18]([C:21]([CH3:23])=[CH2:22])[CH:17]=[CH:16]1, predict the reaction product. The product is: [CH3:11][CH2:10][CH2:9][CH2:8][CH2:7][C:6]1[CH:12]=[C:1]([OH:13])[C:2]([C@@H:17]2[C@@H:18]([C:21]([CH3:23])=[CH2:22])[CH2:19][CH2:20][C:15]([CH3:24])=[CH:16]2)=[C:3]([OH:4])[CH:5]=1. (4) Given the reactants [NH2:1][CH:2]([C:11]1[C:16]([O:17][CH3:18])=[CH:15][CH:14]=[CH:13][C:12]=1[O:19][CH3:20])[CH2:3][CH2:4][CH2:5][CH2:6][C:7]([O:9]C)=O.[N:21]1([C:27]2[CH:28]=[C:29]([CH:32]=[CH:33][CH:34]=2)[CH:30]=O)[CH2:26][CH2:25][CH2:24][CH2:23][CH2:22]1, predict the reaction product. The product is: [CH3:20][O:19][C:12]1[CH:13]=[CH:14][CH:15]=[C:16]([O:17][CH3:18])[C:11]=1[CH:2]1[N:1]([CH2:30][C:29]2[CH:32]=[CH:33][CH:34]=[C:27]([N:21]3[CH2:26][CH2:25][CH2:24][CH2:23][CH2:22]3)[CH:28]=2)[C:7](=[O:9])[CH2:6][CH2:5][CH2:4][CH2:3]1. (5) The product is: [CH3:53][C@H:31]1[C@:30]([OH:29])([C:54]([S:56][CH2:57][F:58])=[O:55])[C@:34]2([CH3:52])[C@H:33]([C@H:38]3[C@:37]([F:50])([C@@H:36]([OH:51])[CH2:35]2)[C@:47]2([CH3:48])[C:41](=[CH:42][C:43]([CH:45]=[CH:46]2)=[O:44])[C@@H:40]([F:49])[CH2:39]3)[CH2:32]1. Given the reactants C1C(CN2C(=O)C=CC2=O)CCC(C(ON2C(=O)CCC2=O)=O)C1.CCC([O:29][C@@:30]1([C:54]([S:56][CH2:57][F:58])=[O:55])[C@@:34]2([CH3:52])[CH2:35][C@H:36]([OH:51])[C@:37]3([F:50])[C@:47]4([CH3:48])[C:41](=[CH:42][C:43]([CH:45]=[CH:46]4)=[O:44])[C@@H:40]([F:49])[CH2:39][C@H:38]3[C@@H:33]2[CH2:32][C@H:31]1[CH3:53])=O.[Si](=O)=O.C(O)[C@H]([C@H]([C@@H]([C@@H](CO)O)O)O)O.C(O)[C@@H]1O[C@H](O[C@]2(CCl)O[C@H](CCl)[C@@H](O)[C@@H]2O)[C@@H](O)[C@@H](O)[C@H]1Cl, predict the reaction product. (6) Given the reactants CON(C)[C:4]([C:6]1[C:10]([Cl:11])=[CH:9][N:8]([CH:12]([F:14])[F:13])[N:7]=1)=[O:5].[H-].[Al+3].[Li+].[H-].[H-].[H-], predict the reaction product. The product is: [Cl:11][C:10]1[C:6]([CH:4]=[O:5])=[N:7][N:8]([CH:12]([F:13])[F:14])[CH:9]=1.